This data is from Catalyst prediction with 721,799 reactions and 888 catalyst types from USPTO. The task is: Predict which catalyst facilitates the given reaction. (1) Reactant: [Cl:1][C:2]1[C:3]2[C:10]([I:11])=[CH:9][N:8]([CH:12]3[CH2:21][CH2:20][C:15]4(OCC[O:16]4)[CH2:14][CH2:13]3)[C:4]=2[N:5]=[CH:6][N:7]=1.Cl. Product: [Cl:1][C:2]1[C:3]2[C:10]([I:11])=[CH:9][N:8]([CH:12]3[CH2:13][CH2:14][C:15](=[O:16])[CH2:20][CH2:21]3)[C:4]=2[N:5]=[CH:6][N:7]=1. The catalyst class is: 21. (2) Reactant: [CH3:1][C:2]1[CH:7]=[CH:6][C:5]([C:8]2[O:9][C:10]([CH3:13])=[N:11][N:12]=2)=[CH:4][C:3]=1[C:14]1[CH:19]=[CH:18][C:17]([C:20]([OH:22])=O)=[CH:16][CH:15]=1.C1C=CC2N(O)N=NC=2C=1.Cl.CN(C)CCCN=C=NCC.[NH2:45][CH2:46][CH2:47][C:48]1[CH:57]=[CH:56][C:51]2[O:52][CH2:53][CH2:54][O:55][C:50]=2[CH:49]=1. Product: [CH2:54]1[CH2:53][O:52][C:51]2[CH:56]=[CH:57][C:48]([CH2:47][CH2:46][NH:45][C:20]([C:17]3[CH:16]=[CH:15][C:14]([C:3]4[CH:4]=[C:5]([C:8]5[O:9][C:10]([CH3:13])=[N:11][N:12]=5)[CH:6]=[CH:7][C:2]=4[CH3:1])=[CH:19][CH:18]=3)=[O:22])=[CH:49][C:50]=2[O:55]1. The catalyst class is: 3. (3) Reactant: C([Sn](=[O:10])CCCC)CCC.C1(C[C:18]2[CH:23]=CC=CC=2)C=CC=CC=1.C([C:26](O)([CH2:30][CH3:31])[C:27]([O-:29])=[O:28])C. The catalyst class is: 8. Product: [CH2:23]([O:29][C:27](=[O:28])[CH2:26][CH:30]([OH:10])[CH3:31])[CH3:18]. (4) Reactant: [C:1]([O:5][C:6]([N:8]1[C@H:20]([C:21](O)=[O:22])[CH2:19][C:18]2[C:17]3[C:12](=[CH:13][CH:14]=[CH:15][CH:16]=3)[N:11]([CH2:24][C:25]3[CH:30]=[CH:29][C:28]([F:31])=[CH:27][CH:26]=3)[C:10]=2[CH2:9]1)=[O:7])([CH3:4])([CH3:3])[CH3:2].CSC. Product: [F:31][C:28]1[CH:29]=[CH:30][C:25]([CH2:24][N:11]2[C:12]3[C:17](=[CH:16][CH:15]=[CH:14][CH:13]=3)[C:18]3[CH2:19][C@@H:20]([CH2:21][OH:22])[N:8]([C:6]([O:5][C:1]([CH3:4])([CH3:2])[CH3:3])=[O:7])[CH2:9][C:10]2=3)=[CH:26][CH:27]=1. The catalyst class is: 1.